Dataset: NCI-60 drug combinations with 297,098 pairs across 59 cell lines. Task: Regression. Given two drug SMILES strings and cell line genomic features, predict the synergy score measuring deviation from expected non-interaction effect. (1) Drug 1: CN1C(=O)N2C=NC(=C2N=N1)C(=O)N. Drug 2: CC1CCC2CC(C(=CC=CC=CC(CC(C(=O)C(C(C(=CC(C(=O)CC(OC(=O)C3CCCCN3C(=O)C(=O)C1(O2)O)C(C)CC4CCC(C(C4)OC)OCCO)C)C)O)OC)C)C)C)OC. Cell line: SW-620. Synergy scores: CSS=3.02, Synergy_ZIP=-2.49, Synergy_Bliss=-2.42, Synergy_Loewe=-3.64, Synergy_HSA=-3.27. (2) Drug 1: C1=CC(=CC=C1CCC2=CNC3=C2C(=O)NC(=N3)N)C(=O)NC(CCC(=O)O)C(=O)O. Drug 2: C1=NC2=C(N1)C(=S)N=C(N2)N. Cell line: HCT-15. Synergy scores: CSS=54.7, Synergy_ZIP=-4.14, Synergy_Bliss=-4.27, Synergy_Loewe=-0.771, Synergy_HSA=1.66. (3) Drug 1: CC1=C2C(C(=O)C3(C(CC4C(C3C(C(C2(C)C)(CC1OC(=O)C(C(C5=CC=CC=C5)NC(=O)OC(C)(C)C)O)O)OC(=O)C6=CC=CC=C6)(CO4)OC(=O)C)OC)C)OC. Drug 2: CC(C)CN1C=NC2=C1C3=CC=CC=C3N=C2N. Cell line: T-47D. Synergy scores: CSS=15.5, Synergy_ZIP=-0.291, Synergy_Bliss=-2.83, Synergy_Loewe=-22.1, Synergy_HSA=-3.03. (4) Drug 1: CCN(CC)CCNC(=O)C1=C(NC(=C1C)C=C2C3=C(C=CC(=C3)F)NC2=O)C. Drug 2: C1CNP(=O)(OC1)N(CCCl)CCCl. Cell line: UACC-257. Synergy scores: CSS=-1.15, Synergy_ZIP=0.677, Synergy_Bliss=-0.805, Synergy_Loewe=-1.30, Synergy_HSA=-2.31. (5) Drug 2: C1CCC(C(C1)N)N.C(=O)(C(=O)[O-])[O-].[Pt+4]. Drug 1: C1=CC(=CC=C1CCCC(=O)O)N(CCCl)CCCl. Cell line: MCF7. Synergy scores: CSS=37.1, Synergy_ZIP=-9.76, Synergy_Bliss=-10.0, Synergy_Loewe=-5.91, Synergy_HSA=-5.00.